From a dataset of Reaction yield outcomes from USPTO patents with 853,638 reactions. Predict the reaction yield, written as a fraction of the theoretical maximum amount of product (1.0 means a 100% yield; for example, 0.34 means a 34% yield). (1) The reactants are [F:1][C:2]1[CH:7]=[C:6]([O:8][C:9]2[CH:14]=[CH:13][CH:12]=[CH:11][CH:10]=2)[CH:5]=[CH:4][C:3]=1[C:15]1[C:23]2[C:22]([NH2:24])=[N:21][CH:20]=[N:19][C:18]=2[N:17]([CH2:25][CH:26]2[CH2:30][CH2:29][CH2:28][NH:27]2)[CH:16]=1.[C:31]([C:33](=[CH:37][CH:38]1[CH2:40][CH2:39]1)[C:34](O)=[O:35])#[N:32].CCN(C(C)C)C(C)C.CN(C(ON1N=NC2C=CC=NC1=2)=[N+](C)C)C.F[P-](F)(F)(F)(F)F. The catalyst is C(Cl)Cl. The product is [NH2:24][C:22]1[C:23]2[C:15]([C:3]3[CH:4]=[CH:5][C:6]([O:8][C:9]4[CH:10]=[CH:11][CH:12]=[CH:13][CH:14]=4)=[CH:7][C:2]=3[F:1])=[CH:16][N:17]([CH2:25][CH:26]3[CH2:30][CH2:29][CH2:28][N:27]3[C:34]([C:33](=[CH:37][CH:38]3[CH2:40][CH2:39]3)[C:31]#[N:32])=[O:35])[C:18]=2[N:19]=[CH:20][N:21]=1. The yield is 0.540. (2) The reactants are [N+:1]([C:4]1[CH:8]=[CH:7][N:6]([CH2:9][CH2:10][CH3:11])[N:5]=1)([O-])=O.CO.[H][H]. The catalyst is C(OCC)(=O)C.[Pd]. The product is [CH2:9]([N:6]1[CH:7]=[CH:8][C:4]([NH2:1])=[N:5]1)[CH2:10][CH3:11]. The yield is 0.730. (3) The reactants are Cl.C[O:3][C:4](=[O:39])[C:5]1[CH:10]=[CH:9][C:8]([CH2:11][O:12][C:13]2[CH:18]=[CH:17][C:16]([CH2:19][C@H:20]([NH2:38])[C:21]3[N:22]([CH2:34][CH2:35][CH2:36][CH3:37])[CH:23]=[C:24]([C:26]4[CH:31]=[CH:30][C:29]([Cl:32])=[CH:28][C:27]=4[Cl:33])[N:25]=3)=[CH:15][CH:14]=2)=[CH:7][CH:6]=1.[C:40]([O:44][C:45]([NH:47][C:48]1[CH:53]=[CH:52][C:51]([CH:54]=[CH:55][C:56]([OH:58])=O)=[CH:50][CH:49]=1)=[O:46])([CH3:43])([CH3:42])[CH3:41]. No catalyst specified. The product is [C:40]([O:44][C:45]([NH:47][C:48]1[CH:49]=[CH:50][C:51]([CH:54]=[CH:55][C:56]([NH:38][C@H:20]([C:21]2[N:22]([CH2:34][CH2:35][CH2:36][CH3:37])[CH:23]=[C:24]([C:26]3[CH:31]=[CH:30][C:29]([Cl:32])=[CH:28][C:27]=3[Cl:33])[N:25]=2)[CH2:19][C:16]2[CH:15]=[CH:14][C:13]([O:12][CH2:11][C:8]3[CH:7]=[CH:6][C:5]([C:4]([OH:39])=[O:3])=[CH:10][CH:9]=3)=[CH:18][CH:17]=2)=[O:58])=[CH:52][CH:53]=1)=[O:46])([CH3:41])([CH3:42])[CH3:43]. The yield is 0.680. (4) The reactants are C(O)(=O)C.[OH:5][C:6]1([C:17]2[CH:22]=[CH:21][CH:20]=[CH:19][CH:18]=2)[CH2:9][N:8]([C:10]([O:12][C:13]([CH3:16])([CH3:15])[CH3:14])=[O:11])[CH2:7]1.[H][H]. The catalyst is CO.[Rh]. The product is [CH:17]1([C:6]2([OH:5])[CH2:9][N:8]([C:10]([O:12][C:13]([CH3:15])([CH3:14])[CH3:16])=[O:11])[CH2:7]2)[CH2:18][CH2:19][CH2:20][CH2:21][CH2:22]1. The yield is 1.00. (5) The reactants are [CH3:1][NH:2][CH2:3][CH2:4][CH2:5][N:6]1[CH2:11][CH2:10][S:9][C:8]2[CH:12]=[C:13]([N+:16]([O-:18])=[O:17])[CH:14]=[CH:15][C:7]1=2.C(N(CC)CC)C.[C:26](O[C:26]([O:28][C:29]([CH3:32])([CH3:31])[CH3:30])=[O:27])([O:28][C:29]([CH3:32])([CH3:31])[CH3:30])=[O:27]. The catalyst is O1CCOCC1. The product is [CH3:1][N:2]([CH2:3][CH2:4][CH2:5][N:6]1[CH2:11][CH2:10][S:9][C:8]2[CH:12]=[C:13]([N+:16]([O-:18])=[O:17])[CH:14]=[CH:15][C:7]1=2)[C:26](=[O:27])[O:28][C:29]([CH3:32])([CH3:31])[CH3:30]. The yield is 0.960. (6) The reactants are CS(O[CH2:6][C:7]1[N:11]([C:12]2[CH:17]=[CH:16][C:15]([C:18]([NH:20][CH2:21][CH3:22])=[O:19])=[CH:14][CH:13]=2)[N:10]=[N:9][C:8]=1[C:23]([NH:25][CH:26]1[CH2:28][CH2:27]1)=[O:24])(=O)=O.[O:29]=[C:30]1[C:38]2[C:33](=[CH:34][CH:35]=[CH:36][CH:37]=2)[C:32](=[O:39])[N-:31]1.[K+]. The catalyst is CN(C=O)C.C(OCC)(=O)C. The product is [CH:26]1([NH:25][C:23]([C:8]2[N:9]=[N:10][N:11]([C:12]3[CH:17]=[CH:16][C:15]([C:18]([NH:20][CH2:21][CH3:22])=[O:19])=[CH:14][CH:13]=3)[C:7]=2[CH2:6][N:31]2[C:32](=[O:39])[C:33]3[C:38](=[CH:37][CH:36]=[CH:35][CH:34]=3)[C:30]2=[O:29])=[O:24])[CH2:27][CH2:28]1. The yield is 0.877.